Dataset: Reaction yield outcomes from USPTO patents with 853,638 reactions. Task: Predict the reaction yield, written as a fraction of the theoretical maximum amount of product (1.0 means a 100% yield; for example, 0.34 means a 34% yield). (1) The reactants are [Cl:1][C:2]1[C:19]([F:20])=[CH:18][CH:17]=[C:16]([F:21])[C:3]=1[CH2:4][N:5]1[CH2:10][CH2:9][NH:8][C:7]2[N:11]=[CH:12][C:13](I)=[CH:14][C:6]1=2.[CH3:22][C:23]1[C:27](B(O)O)=[C:26]([CH3:31])[O:25][N:24]=1. No catalyst specified. The product is [Cl:1][C:2]1[C:19]([F:20])=[CH:18][CH:17]=[C:16]([F:21])[C:3]=1[CH2:4][N:5]1[CH2:10][CH2:9][NH:8][C:7]2[N:11]=[CH:12][C:13]([C:27]3[C:23]([CH3:22])=[N:24][O:25][C:26]=3[CH3:31])=[CH:14][C:6]1=2. The yield is 0.450. (2) The reactants are [F:1][C:2]([F:24])([F:23])[C:3]1[CH:4]=[C:5]([C:13]2[N:17]=[CH:16][N:15](/[CH:18]=[CH:19]\[C:20](O)=[O:21])[N:14]=2)[CH:6]=[C:7]([C:9]([F:12])([F:11])[F:10])[CH:8]=1.[NH:25]([C:27]1[CH:32]=[N:31][CH:30]=[CH:29][N:28]=1)[NH2:26].C(P1(=O)OP(CCC)(=O)OP(CCC)(=O)O1)CC.CCN(C(C)C)C(C)C. The catalyst is CCOC(C)=O.C(Cl)Cl. The product is [F:1][C:2]([F:24])([F:23])[C:3]1[CH:4]=[C:5]([C:13]2[N:17]=[CH:16][N:15](/[CH:18]=[CH:19]\[C:20]([NH:26][NH:25][C:27]3[CH:32]=[N:31][CH:30]=[CH:29][N:28]=3)=[O:21])[N:14]=2)[CH:6]=[C:7]([C:9]([F:11])([F:12])[F:10])[CH:8]=1. The yield is 0.160. (3) The reactants are [CH3:1][O:2][C:3](=[O:32])[NH:4][CH:5]([C:9]([N:11]1[CH2:15][CH2:14][CH2:13][CH:12]1[C:16]1[NH:17][C:18]([C:21]2[CH:30]=[CH:29][C:28]3[C:23](=[CH:24][CH:25]=[C:26](Br)[CH:27]=3)[CH:22]=2)=[CH:19][N:20]=1)=[O:10])[CH:6]([CH3:8])[CH3:7].C(OC(N1CCCC1C1NC(C2C=CC3C(=CC=C([C:60]4[CH:65]=[CH:64][C:63]([C:66]5[NH:67][C:68]([CH:71]6[CH:76]7[CH2:77][CH:73]([CH2:74][CH2:75]7)[N:72]6[C:78](=[O:88])[CH:79]([NH:83][C:84]([O:86][CH3:87])=[O:85])[CH:80]([CH3:82])[CH3:81])=[N:69][CH:70]=5)=[CH:62][CH:61]=4)C=3)C=2)=CN=1)=O)(C)(C)C. No catalyst specified. The product is [CH3:1][O:2][C:3](=[O:32])[NH:4][CH:5]([C:9]([N:11]1[CH2:15][CH2:14][CH2:13][CH:12]1[C:16]1[NH:17][C:18]([C:21]2[CH:30]=[CH:29][C:28]3[C:23](=[CH:24][CH:25]=[C:26]([C:60]4[CH:61]=[CH:62][C:63]([C:66]5[NH:67][C:68]([CH:71]6[CH:76]7[CH2:77][CH:73]([CH2:74][CH2:75]7)[N:72]6[C:78](=[O:88])[CH:79]([NH:83][C:84]([O:86][CH3:87])=[O:85])[CH:80]([CH3:82])[CH3:81])=[N:69][CH:70]=5)=[CH:64][CH:65]=4)[CH:27]=3)[CH:22]=2)=[CH:19][N:20]=1)=[O:10])[CH:6]([CH3:8])[CH3:7]. The yield is 0.240. (4) The reactants are [C:1]([O:5][C:6]([NH:8][C@@H:9]1[C:23](=[O:24])[N:22]2[CH2:25][C@H:26]([O:28][C:29]([N:31]3[CH2:39][C:38]4[C:33](=[CH:34][CH:35]=[CH:36][C:37]=4[F:40])[CH2:32]3)=[O:30])[CH2:27][C@H:21]2[C:20](=[O:41])[NH:19][C@:18]2([C:43]([OH:45])=O)[CH2:42][C@H:17]2[CH:16]=[CH:15][CH2:14][CH2:13][CH2:12][O:11][CH2:10]1)=[O:7])([CH3:4])([CH3:3])[CH3:2].N1(C(N2C=CN=C2)=O)C=CN=C1.[CH:58]1([S:61]([NH2:64])(=[O:63])=[O:62])[CH2:60][CH2:59]1.C1CCN2C(=NCCC2)CC1.S([O-])(O)(=O)=O.[K+]. The catalyst is C1(C)C=CC=CC=1.O. The product is [F:40][C:37]1[CH:36]=[CH:35][CH:34]=[C:33]2[C:38]=1[CH2:39][N:31]([C:29]([O:28][C@H:26]1[CH2:25][N:22]3[C:23](=[O:24])[C@@H:9]([NH:8][C:6]([O:5][C:1]([CH3:2])([CH3:3])[CH3:4])=[O:7])[CH2:10][O:11][CH2:12][CH2:13][CH2:14][CH:15]=[CH:16][C@@H:17]4[CH2:42][C@@:18]4([C:43](=[O:45])[NH:64][S:61]([CH:58]4[CH2:60][CH2:59]4)(=[O:63])=[O:62])[NH:19][C:20](=[O:41])[C@@H:21]3[CH2:27]1)=[O:30])[CH2:32]2. The yield is 0.930. (5) The reactants are [N:1]12[CH2:8][CH2:7][C:4]([C:9]([C:17]3[CH:22]=[CH:21][CH:20]=[CH:19][CH:18]=3)([C:11]3[CH:16]=[CH:15][CH:14]=[CH:13][CH:12]=3)[OH:10])([CH2:5][CH2:6]1)[CH2:3][CH2:2]2.[Br:23][CH2:24][CH2:25][CH3:26]. The catalyst is CC#N. The product is [Br-:23].[OH:10][C:9]([C:17]1[CH:22]=[CH:21][CH:20]=[CH:19][CH:18]=1)([C:11]1[CH:12]=[CH:13][CH:14]=[CH:15][CH:16]=1)[C:4]12[CH2:5][CH2:6][N+:1]([CH2:24][CH2:25][CH3:26])([CH2:2][CH2:3]1)[CH2:8][CH2:7]2. The yield is 0.751. (6) The reactants are [F:1][C:2]1[C:3](B2OC(C)(C)C(C)(C)O2)=[C:4]([CH:7]=[CH:8][CH:9]=1)[C:5]#[N:6].Br[C:20]1[N:25]=[CH:24][CH:23]=[CH:22][N:21]=1.C([O-])([O-])=O.[Na+].[Na+]. The yield is 0.640. The catalyst is C1COCC1.CC(P(C(C)(C)C)[C-]1C=CC=C1)(C)C.CC(P(C(C)(C)C)[C-]1C=CC=C1)(C)C.Cl[Pd]Cl.[Fe+2].O.CCOC(C)=O. The product is [F:1][C:2]1[C:3]([C:20]2[N:25]=[CH:24][CH:23]=[CH:22][N:21]=2)=[C:4]([CH:7]=[CH:8][CH:9]=1)[C:5]#[N:6]. (7) The reactants are [CH3:1][O:2][C:3]1[C:13]([O:14][CH3:15])=[C:12]([O:16][CH3:17])[CH:11]=[CH:10][C:4]=1/[CH:5]=[CH:6]/[C:7](Cl)=[O:8].[NH2:18][C:19]1[CH:20]=[C:21]([CH:26]=[CH:27][C:28]=1[CH3:29])[C:22]([O:24][CH3:25])=[O:23]. The catalyst is C(Cl)Cl.N1C=CC=CC=1. The product is [CH3:25][O:24][C:22](=[O:23])[C:21]1[CH:26]=[CH:27][C:28]([CH3:29])=[C:19]([NH:18][C:7](=[O:8])[CH:6]=[CH:5][C:4]2[CH:10]=[CH:11][C:12]([O:16][CH3:17])=[C:13]([O:14][CH3:15])[C:3]=2[O:2][CH3:1])[CH:20]=1. The yield is 0.610. (8) The reactants are [OH:1][C:2]1[CH:3]=[CH:4][C:5]([O:11][CH2:12][C:13]2[CH:18]=[CH:17][C:16]([O:19][CH2:20][C:21]3[N:22]=[C:23]([C:27]4[CH:32]=[CH:31][CH:30]=[CH:29][CH:28]=4)[O:24][C:25]=3[CH3:26])=[CH:15][CH:14]=2)=[C:6](CC#N)[CH:7]=1.[CH2:33]([OH:35])[CH3:34].[OH-:36].[K+].Cl. The catalyst is O. The product is [OH:35][C:33]1[CH:7]=[CH:6][C:5]([O:11][CH2:12][C:13]2[CH:14]=[CH:15][C:16]([O:19][CH2:20][C:21]3[N:22]=[C:23]([C:27]4[CH:32]=[CH:31][CH:30]=[CH:29][CH:28]=4)[O:24][C:25]=3[CH3:26])=[CH:17][CH:18]=2)=[C:4]([CH2:3][C:2]([OH:1])=[O:36])[CH:34]=1. The yield is 0.160.